Dataset: Full USPTO retrosynthesis dataset with 1.9M reactions from patents (1976-2016). Task: Predict the reactants needed to synthesize the given product. (1) Given the product [CH:26]1([NH:25][C:4]2[C:3]([C:1]3[N:32]=[N:33][NH:34][N:2]=3)=[CH:8][N:7]=[C:6]([NH:9][C:10]3[CH:15]=[CH:14][C:13]([S:16]([CH3:24])(=[N:18][C:19]([O:21][CH2:22][CH3:23])=[O:20])=[O:17])=[CH:12][CH:11]=3)[N:5]=2)[CH2:31][CH2:30][CH2:29][CH2:28][CH2:27]1, predict the reactants needed to synthesize it. The reactants are: [C:1]([C:3]1[C:4]([NH:25][CH:26]2[CH2:31][CH2:30][CH2:29][CH2:28][CH2:27]2)=[N:5][C:6]([NH:9][C:10]2[CH:15]=[CH:14][C:13]([S:16]([CH3:24])(=[N:18][C:19]([O:21][CH2:22][CH3:23])=[O:20])=[O:17])=[CH:12][CH:11]=2)=[N:7][CH:8]=1)#[N:2].[N-:32]=[N+:33]=[N-:34].[Na+].[Cl-].[NH4+]. (2) Given the product [Cl:20][C:21]1[CH:22]=[CH:23][C:24]([C:36]([N:38]2[CH2:39][CH2:40][C:41]3([CH2:48][CH2:47][N:46]([CH2:49][C:50]4[CH:55]=[CH:54][CH:53]=[CH:52][C:51]=4[O:56][C:57]4[CH:58]=[CH:59][CH:60]=[CH:61][CH:62]=4)[CH2:45][CH2:44]3)[CH2:42][CH2:43]2)=[O:37])=[C:25]([CH2:27][C:28]([OH:30])=[O:29])[CH:26]=1, predict the reactants needed to synthesize it. The reactants are: ClC1C=CC(C(O)=O)=C(C(C(OC)=O)C(OC)=O)C=1.[Cl:20][C:21]1[CH:22]=[CH:23][C:24]([C:36]([N:38]2[CH2:43][CH2:42][C:41]3([CH2:48][CH2:47][N:46]([CH2:49][C:50]4[CH:55]=[CH:54][CH:53]=[CH:52][C:51]=4[O:56][C:57]4[CH:62]=[CH:61][CH:60]=[CH:59][CH:58]=4)[CH2:45][CH2:44]3)[CH2:40][CH2:39]2)=[O:37])=[C:25]([CH:27](C(OC)=O)[C:28]([O:30]C)=[O:29])[CH:26]=1.